This data is from Reaction yield outcomes from USPTO patents with 853,638 reactions. The task is: Predict the reaction yield, written as a fraction of the theoretical maximum amount of product (1.0 means a 100% yield; for example, 0.34 means a 34% yield). (1) The reactants are FC(F)(F)S(O[C:7]1[C:8]2[S:21][CH2:20][CH2:19][CH2:18][C:9]=2[N:10]=[C:11]([CH:13]2[CH2:17][CH2:16][CH2:15][CH2:14]2)[N:12]=1)(=O)=O.[NH2:24][C:25]1[CH:30]=[CH:29][C:28]([CH2:31][CH2:32][OH:33])=[CH:27][CH:26]=1. No catalyst specified. The product is [CH:13]1([C:11]2[N:12]=[C:7]([NH:24][C:25]3[CH:30]=[CH:29][C:28]([CH2:31][CH2:32][OH:33])=[CH:27][CH:26]=3)[C:8]3[S:21][CH2:20][CH2:19][CH2:18][C:9]=3[N:10]=2)[CH2:17][CH2:16][CH2:15][CH2:14]1. The yield is 0.420. (2) The reactants are CC1(C)OB([C:7]2[CH:8]=[N:9][N:10](C(OC(C)(C)C)=O)[CH:11]=2)OC1(C)C.Br[C:23]1[C:24]([O:38][CH:39]2[CH2:42][CH2:41][CH2:40]2)=[C:25]2[C:30](=[CH:31][CH:32]=1)[N:29]([C:33]([O:35][CH3:36])=[O:34])[C@@H:28]([CH3:37])[CH2:27][CH2:26]2.C(=O)([O-])[O-].[Na+].[Na+].O1CCOCC1. The product is [CH:39]1([O:38][C:24]2[C:23]([C:7]3[CH:11]=[N:10][NH:9][CH:8]=3)=[CH:32][CH:31]=[C:30]3[C:25]=2[CH2:26][CH2:27][C@H:28]([CH3:37])[N:29]3[C:33]([O:35][CH3:36])=[O:34])[CH2:40][CH2:41][CH2:42]1. The yield is 0.520. The catalyst is C1C=CC(P(C2C=CC=CC=2)[C-]2C=CC=C2)=CC=1.C1C=CC(P(C2C=CC=CC=2)[C-]2C=CC=C2)=CC=1.Cl[Pd]Cl.[Fe+2].O. (3) The reactants are N[C:2]1[CH:7]=[CH:6][C:5]([N:8]([C:13]2[C:32]([CH:33]3[CH2:35][CH2:34]3)=[CH:31][C:16]3[C:17]([C:27]([NH:29][CH3:30])=[O:28])=[C:18]([C:20]4[CH:25]=[CH:24][C:23]([F:26])=[CH:22][CH:21]=4)[O:19][C:15]=3[CH:14]=2)[S:9]([CH3:12])(=[O:11])=[O:10])=[CH:4][C:3]=1[F:36].N([O-])=O.[Na+].[BrH:41]. The catalyst is C(#N)C. The product is [Br:41][C:2]1[CH:7]=[CH:6][C:5]([N:8]([C:13]2[C:32]([CH:33]3[CH2:35][CH2:34]3)=[CH:31][C:16]3[C:17]([C:27]([NH:29][CH3:30])=[O:28])=[C:18]([C:20]4[CH:25]=[CH:24][C:23]([F:26])=[CH:22][CH:21]=4)[O:19][C:15]=3[CH:14]=2)[S:9]([CH3:12])(=[O:11])=[O:10])=[CH:4][C:3]=1[F:36]. The yield is 0.610. (4) The reactants are [CH3:1][Si:2]([CH3:11])([CH3:10])[C:3]#[C:4][CH2:5][CH2:6][CH:7]1[CH2:9][O:8]1.C(O)(=O)C.[Li+].[Br-:17]. The catalyst is C1COCC1. The product is [Br:17][CH2:9][CH:7]([OH:8])[CH2:6][CH2:5][C:4]#[C:3][Si:2]([CH3:11])([CH3:10])[CH3:1]. The yield is 0.380. (5) The reactants are Cl[C:2]1[C:11]2[C:6](=[CH:7][C:8]3[CH:15]=[CH:14][CH:13]=[CH:12][C:9]=3[CH:10]=2)[N:5]=[CH:4][C:3]=1[C:16]#[N:17].[Cl:18][C:19]1[C:25]([O:26][CH3:27])=[CH:24][C:22]([NH2:23])=[C:21]([CH3:28])[CH:20]=1.Cl.N1C=CC=CC=1. The catalyst is C(OCCO)C. The product is [Cl:18][C:19]1[C:25]([O:26][CH3:27])=[CH:24][C:22]([NH:23][C:2]2[C:11]3[C:6](=[CH:7][C:8]4[CH:15]=[CH:14][CH:13]=[CH:12][C:9]=4[CH:10]=3)[N:5]=[CH:4][C:3]=2[C:16]#[N:17])=[C:21]([CH3:28])[CH:20]=1. The yield is 0.722.